Dataset: Forward reaction prediction with 1.9M reactions from USPTO patents (1976-2016). Task: Predict the product of the given reaction. (1) The product is: [CH3:17][N:20]([CH3:19])[C:2]1[CH:11]=[C:10]2[C:5]([CH2:6][CH2:7][CH:8]([C:12]([O:14][CH3:15])=[O:13])[CH2:9]2)=[CH:4][CH:3]=1. Given the reactants N[C:2]1[CH:11]=[C:10]2[C:5]([CH2:6][CH2:7][CH:8]([C:12]([O:14][CH3:15])=[O:13])[CH2:9]2)=[CH:4][CH:3]=1.Cl.[CH2:17]=O.[C:19]([BH3-])#[N:20].[Na+], predict the reaction product. (2) Given the reactants [F:1][B-:2]([F:5])([F:4])[F:3].F[B-](F)(F)F.[CH3:11][C:12]1[CH:17]=[CH:16][C:15]([C:18]2[CH:23]=[C:22]([C:24]3[CH:29]=[CH:28][NH2+:27][CH2:26][CH:25]=3)[CH:21]=[C:20]([C:30]3[CH:35]=[CH:34][C:33]([CH3:36])=[CH:32][CH:31]=3)[O+]=2)=[CH:14][CH:13]=1.[NH2:37][C:38]1[CH:43]=[CH:42][C:41]([NH2:44])=[CH:40][CH:39]=1.C([O-])(=O)C.[Na+], predict the reaction product. The product is: [F:1][B-:2]([F:5])([F:4])[F:3].[NH2:37][C:38]1[CH:43]=[CH:42][C:41]([N+:44]2[C:18]([C:15]3[CH:16]=[CH:17][C:12]([CH3:11])=[CH:13][CH:14]=3)=[CH:23][C:22]([C:24]3[CH:29]=[CH:28][N:27]=[CH:26][CH:25]=3)=[CH:21][C:20]=2[C:30]2[CH:35]=[CH:34][C:33]([CH3:36])=[CH:32][CH:31]=2)=[CH:40][CH:39]=1.